The task is: Predict the reaction yield, written as a fraction of the theoretical maximum amount of product (1.0 means a 100% yield; for example, 0.34 means a 34% yield).. This data is from Reaction yield outcomes from USPTO patents with 853,638 reactions. (1) The reactants are [C:1]([O:5][C:6]([C:8]1([C:16](=[O:18])[CH3:17])[CH2:13][O:12][C:11]([CH3:15])([CH3:14])[O:10][CH2:9]1)=[O:7])(C)(C)[CH3:2].C(OCC)(=O)CC(C)=O. No catalyst specified. The product is [CH2:1]([O:5][C:6]([C:8]1([C:16](=[O:18])[CH3:17])[CH2:9][O:10][C:11]([CH3:14])([CH3:15])[O:12][CH2:13]1)=[O:7])[CH3:2]. The yield is 0.310. (2) The reactants are [F:1][C:2]1[CH:7]=[CH:6][C:5]([N+:8]([O-:10])=[O:9])=[CH:4][C:3]=1B1OC(C)(C)C(C)(C)O1.Br[C:21]1[CH:28]=[CH:27][CH:26]=[CH:25][C:22]=1[C:23]#[N:24]. The catalyst is COCCOC.C([O-])(O)=O.[Na+].C1C=CC([P]([Pd]([P](C2C=CC=CC=2)(C2C=CC=CC=2)C2C=CC=CC=2)([P](C2C=CC=CC=2)(C2C=CC=CC=2)C2C=CC=CC=2)[P](C2C=CC=CC=2)(C2C=CC=CC=2)C2C=CC=CC=2)(C2C=CC=CC=2)C2C=CC=CC=2)=CC=1. The product is [F:1][C:2]1[CH:7]=[CH:6][C:5]([N+:8]([O-:10])=[O:9])=[CH:4][C:3]=1[C:21]1[C:22]([C:23]#[N:24])=[CH:25][CH:26]=[CH:27][CH:28]=1. The yield is 0.430. (3) The reactants are [CH3:1][O:2][C:3](=[O:14])[C:4]1[CH:9]=[C:8]([N+:10]([O-:12])=[O:11])[CH:7]=[C:6]([NH2:13])[CH:5]=1.N1C=CC=CC=1.[CH3:21][S:22](Cl)(=[O:24])=[O:23].O. The catalyst is ClCCl. The product is [CH3:1][O:2][C:3](=[O:14])[C:4]1[CH:9]=[C:8]([N+:10]([O-:12])=[O:11])[CH:7]=[C:6]([NH:13][S:22]([CH3:21])(=[O:24])=[O:23])[CH:5]=1. The yield is 0.890. (4) The reactants are [Li]CCCC.Br[C:7]1[C:8]([CH3:15])=[CH:9][C:10]([O:13][CH3:14])=[N:11][CH:12]=1.CN([CH:19]=[O:20])C. The catalyst is C1COCC1. The product is [CH3:14][O:13][C:10]1[CH:9]=[C:8]([CH3:15])[C:7]([CH:19]=[O:20])=[CH:12][N:11]=1. The yield is 0.850. (5) The reactants are [CH2:1]([S:4]([NH2:7])(=[O:6])=[O:5])[CH2:2][CH3:3].[H-].[Na+].[NH2:10][C:11]1[C:18]([F:19])=[CH:17][CH:16]=[C:15](F)[C:12]=1[C:13]#[N:14].CCOC(C)=O. The catalyst is CS(C)=O.[OH-].[Na+]. The product is [NH2:10][C:11]1[C:12]([C:13]#[N:14])=[C:15]([NH:7][S:4]([CH2:1][CH2:2][CH3:3])(=[O:6])=[O:5])[CH:16]=[CH:17][C:18]=1[F:19]. The yield is 0.198. (6) The reactants are Cl[C:2]1[C:11]2[C:6](=[CH:7][C:8]([O:14][CH2:15][CH2:16][CH2:17][N:18]3[CH2:22][CH2:21][CH2:20][CH2:19]3)=[C:9]([O:12][CH3:13])[CH:10]=2)[N:5]=[CH:4][N:3]=1.C(=O)([O-])[O-].[K+].[K+].[OH:29][C:30]1[CH:42]=[CH:41][C:40]2[C:39]3[C:34](=[CH:35][CH:36]=[CH:37][CH:38]=3)[NH:33][C:32]=2[CH:31]=1. The catalyst is CN(C=O)C. The product is [CH:31]1[C:32]2[NH:33][C:34]3[C:39](=[CH:38][CH:37]=[CH:36][CH:35]=3)[C:40]=2[CH:41]=[CH:42][C:30]=1[O:29][C:2]1[C:11]2[C:6](=[CH:7][C:8]([O:14][CH2:15][CH2:16][CH2:17][N:18]3[CH2:22][CH2:21][CH2:20][CH2:19]3)=[C:9]([O:12][CH3:13])[CH:10]=2)[N:5]=[CH:4][N:3]=1. The yield is 0.220. (7) The reactants are [NH2:1][CH2:2][C:3]1[N:4]=[C:5]([C:31]2[CH:36]=[CH:35][C:34]([CH3:37])=[CH:33][CH:32]=2)[N:6]([C@@H:8]([C:12]2[O:13][C:14]3[C:19]([C:20](=[O:29])[C:21]=2[CH2:22][C:23]2[CH:28]=[CH:27][CH:26]=[CH:25][CH:24]=2)=[CH:18][CH:17]=[C:16]([Cl:30])[CH:15]=3)[CH:9]([CH3:11])[CH3:10])[CH:7]=1.N1C=CC=CC=1.[CH3:44][C:45](OC(C)=O)=[O:46]. The catalyst is C(Cl)Cl. The product is [CH2:22]([CH:21]1[C:20](=[O:29])[C:19]2[C:14](=[CH:15][C:16]([Cl:30])=[CH:17][CH:18]=2)[O:13][CH:12]1[C@H:8]([N:6]1[CH:7]=[C:3]([CH2:2][NH:1][C:45](=[O:46])[CH3:44])[N:4]=[C:5]1[C:31]1[CH:36]=[CH:35][C:34]([CH3:37])=[CH:33][CH:32]=1)[CH:9]([CH3:11])[CH3:10])[C:23]1[CH:28]=[CH:27][CH:26]=[CH:25][CH:24]=1. The yield is 0.890. (8) The reactants are [CH3:1][C:2]1[NH:6][N:5]=[C:4]([NH2:7])[CH:3]=1.[C:8]1(=O)[O:13][C:11](=[O:12])[C:10]2=[CH:14][CH:15]=[CH:16][CH:17]=[C:9]12. The catalyst is O1CCOCC1. The product is [CH3:1][C:2]1[NH:6][N:5]=[C:4]([N:7]2[C:11](=[O:12])[C:10]3[C:9](=[CH:17][CH:16]=[CH:15][CH:14]=3)[C:8]2=[O:13])[CH:3]=1. The yield is 0.790. (9) The reactants are Br[C:2]1[CH:3]=[C:4]2[C:9](=[CH:10][CH:11]=1)[CH:8]=[C:7]([C:12]1[C:13]3[C:18]([C:19]4C=CC=C[C:24]=4[CH:25]=1)=[CH:17][CH:16]=[CH:15][CH:14]=3)[CH:6]=[CH:5]2.[CH2:26]([Li])[CH2:27][CH2:28][CH3:29].[B:31](OC(C)C)([O:36]C(C)C)[O:32]C(C)C.Cl. The catalyst is CCCCCC.C(OCC)C.C1(C)C=CC=CC=1. The product is [CH:26]1[C:24]2[CH:25]=[C:12]([C:7]3[CH:6]=[CH:5][C:4]4[C:9](=[CH:10][CH:11]=[C:2]([B:31]([OH:36])[OH:32])[CH:3]=4)[CH:8]=3)[C:13]3[C:14](=[CH:15][CH:16]=[CH:17][CH:18]=3)[C:19]=2[CH:29]=[CH:28][CH:27]=1. The yield is 0.580.